From a dataset of Full USPTO retrosynthesis dataset with 1.9M reactions from patents (1976-2016). Predict the reactants needed to synthesize the given product. (1) Given the product [F:14][C:7]1[C:8]([OH:12])=[C:9]2[C:4](=[CH:5][CH:6]=1)[N:3]=[C:2]([CH3:1])[CH:11]=[CH:10]2, predict the reactants needed to synthesize it. The reactants are: [CH3:1][C:2]1[CH:11]=[CH:10][C:9]2[C:4](=[CH:5][CH:6]=[C:7]([F:14])[C:8]=2[O:12]C)[N:3]=1. (2) Given the product [NH:19]1[C:20]2[C:25](=[CH:24][CH:23]=[CH:22][CH:21]=2)[C:17]([CH2:16][CH2:15][N:14]2[C:32](=[O:33])[C:30]([OH:31])=[C:29]([C:27](=[O:28])[CH3:26])[CH:12]2[C:10]2[CH:9]=[CH:8][C:3]([C:4]([O:6][CH3:7])=[O:5])=[C:2]([F:1])[CH:11]=2)=[CH:18]1, predict the reactants needed to synthesize it. The reactants are: [F:1][C:2]1[CH:11]=[C:10]([CH:12]=O)[CH:9]=[CH:8][C:3]=1[C:4]([O:6][CH3:7])=[O:5].[NH2:14][CH2:15][CH2:16][C:17]1[C:25]2[C:20](=[CH:21][CH:22]=[CH:23][CH:24]=2)[NH:19][CH:18]=1.[CH3:26][C:27]([CH2:29][C:30]([C:32](OC)=[O:33])=[O:31])=[O:28]. (3) Given the product [Cl:1][C:2]1[CH:10]=[CH:9][C:5]([C:6]2[NH:14][C:13]3[CH:15]=[C:16]([N+:19]([O-:21])=[O:20])[CH:17]=[CH:18][C:12]=3[N:11]=2)=[CH:4][CH:3]=1, predict the reactants needed to synthesize it. The reactants are: [Cl:1][C:2]1[CH:10]=[CH:9][C:5]([C:6](O)=O)=[CH:4][CH:3]=1.[NH2:11][C:12]1[CH:18]=[CH:17][C:16]([N+:19]([O-:21])=[O:20])=[CH:15][C:13]=1[NH2:14]. (4) Given the product [F:20][C:17]1[CH:18]=[CH:19][C:14]([N:3]2[C:4](=[O:13])[C:5]3[N:6]=[CH:7][N:8]([CH3:11])[C:9]=3[N:10]=[C:2]2[O:30][C:24]2[CH:23]=[C:22]([F:21])[C:27]([F:28])=[C:26]([F:29])[CH:25]=2)=[CH:15][CH:16]=1, predict the reactants needed to synthesize it. The reactants are: Cl[C:2]1[N:3]([C:14]2[CH:19]=[CH:18][C:17]([F:20])=[CH:16][CH:15]=2)[C:4](=[O:13])[C:5]2[N:6]=[CH:7][N:8]([CH2:11]C)[C:9]=2[N:10]=1.[F:21][C:22]1[CH:23]=[C:24]([OH:30])[CH:25]=[C:26]([F:29])[C:27]=1[F:28]. (5) The reactants are: [CH3:1][O:2][C:3]1[CH:4]=[C:5]([C@H:9]([NH2:11])[CH3:10])[CH:6]=[CH:7][CH:8]=1.[CH:12]1[N:17]=[C:16](Cl)[C:15]2[N:19]=[CH:20][N:21]([C@@H:22]3[O:26][C@H:25]([CH2:27][OH:28])[C@@H:24]([OH:29])[C@H:23]3[OH:30])[C:14]=2[N:13]=1. Given the product [CH3:1][O:2][C:3]1[CH:4]=[C:5]([C@H:9]([NH:11][C:16]2[C:15]3[N:19]=[CH:20][N:21]([C:14]=3[N:13]=[CH:12][N:17]=2)[C@@H:22]2[O:26][C@H:25]([CH2:27][OH:28])[C@@H:24]([OH:29])[C@H:23]2[OH:30])[CH3:10])[CH:6]=[CH:7][CH:8]=1, predict the reactants needed to synthesize it. (6) Given the product [F:1][C:2]([F:25])([F:24])[C:3]1[CH:23]=[CH:22][C:6]([O:7][CH:8]([C:12]2[CH:17]=[CH:16][CH:15]=[C:14]([C:18]([F:21])([F:20])[F:19])[CH:13]=2)[C:9]([Cl:28])=[O:10])=[CH:5][CH:4]=1, predict the reactants needed to synthesize it. The reactants are: [F:1][C:2]([F:25])([F:24])[C:3]1[CH:23]=[CH:22][C:6]([O:7][CH:8]([C:12]2[CH:17]=[CH:16][CH:15]=[C:14]([C:18]([F:21])([F:20])[F:19])[CH:13]=2)[C:9](O)=[O:10])=[CH:5][CH:4]=1.S(Cl)([Cl:28])=O.CN(C)C=O. (7) Given the product [Si:1]([O:8][CH2:9][C:10]1([C:25]2[CH:30]=[CH:29][C:28]([Cl:31])=[C:27]([Cl:32])[CH:26]=2)[O:16][CH2:15][CH2:14][N:13]([C:17]([O:19][C:20]([CH3:23])([CH3:22])[CH3:21])=[O:18])[CH2:12][CH:11]1[OH:24])([C:4]([CH3:5])([CH3:6])[CH3:7])([CH3:2])[CH3:3], predict the reactants needed to synthesize it. The reactants are: [Si:1]([O:8][CH2:9][C:10]1([C:25]2[CH:30]=[CH:29][C:28]([Cl:31])=[C:27]([Cl:32])[CH:26]=2)[O:16][CH2:15][CH2:14][N:13]([C:17]([O:19][C:20]([CH3:23])([CH3:22])[CH3:21])=[O:18])[CH2:12][C:11]1=[O:24])([C:4]([CH3:7])([CH3:6])[CH3:5])([CH3:3])[CH3:2].[BH4-].[Na+].[Cl-].[NH4+]. (8) Given the product [F:1][C:2]([F:14])([F:13])[C:3]1[N:8]2[CH:9]=[CH:10][N:11]=[CH:12][C:7]2=[CH:6][N:5]=1, predict the reactants needed to synthesize it. The reactants are: [F:1][C:2]([F:14])([F:13])[C:3]([NH:5][CH2:6][C:7]1[CH:12]=[N:11][CH:10]=[CH:9][N:8]=1)=O.O=P12OP3(OP(OP(O3)(O1)=O)(=O)O2)=O.